Predict the reactants needed to synthesize the given product. From a dataset of Full USPTO retrosynthesis dataset with 1.9M reactions from patents (1976-2016). (1) Given the product [Cl:1][C:2]1[N:7]=[CH:6][N:5]=[C:4]2[NH:8][N:9]=[C:10]([I:11])[C:3]=12, predict the reactants needed to synthesize it. The reactants are: [Cl:1][C:2]1[N:7]=[CH:6][N:5]=[C:4]2[NH:8][N:9]=[CH:10][C:3]=12.[I:11]N1C(=O)CCC1=O.CN(C=O)C.CC(C)=O. (2) Given the product [F:9][C:10]1[CH:15]=[CH:14][C:13]([N:7]2[CH2:6][CH2:5][CH2:4][CH2:3][CH2:2][C:1]2=[O:8])=[CH:12][CH:11]=1, predict the reactants needed to synthesize it. The reactants are: [C:1]1(=[O:8])[NH:7][CH2:6][CH2:5][CH2:4][CH2:3][CH2:2]1.[F:9][C:10]1[CH:15]=[CH:14][C:13](I)=[CH:12][CH:11]=1.N1CCC[C@H]1C(O)=O.C([O-])([O-])=O.[K+].[K+]. (3) Given the product [CH:1]1([C:7]2[C:15]3[C:10](=[CH:11][C:12]([C:16]([OH:18])=[O:17])=[CH:13][CH:14]=3)[NH:9][CH:8]=2)[CH2:2][CH2:3][CH2:4][CH2:5][CH2:6]1, predict the reactants needed to synthesize it. The reactants are: [C:1]1([C:7]2[C:15]3[C:10](=[CH:11][C:12]([C:16]([OH:18])=[O:17])=[CH:13][CH:14]=3)[NH:9][CH:8]=2)[CH2:6][CH2:5][CH2:4][CH2:3][CH:2]=1. (4) Given the product [C:26]12([C:29]([O:31][CH3:32])=[O:30])[CH2:25][C:24]([C:33]([O:35][CH3:36])=[O:34])([CH2:1][CH2:2]1)[CH2:28][CH2:27]2, predict the reactants needed to synthesize it. The reactants are: [CH:1](NC(C)C)(C)[CH3:2].C([Li])CCC.CN(C)P(N(C)C)(N(C)C)=O.[CH:24]1([C:33]([O:35][CH3:36])=[O:34])[CH2:28][CH2:27][CH:26]([C:29]([O:31][CH3:32])=[O:30])[CH2:25]1.BrCCCl. (5) The reactants are: [CH2:1]([O:8][CH2:9][C:10]([NH2:12])=[S:11])[C:2]1[CH:7]=[CH:6][CH:5]=[CH:4][CH:3]=1.Br[CH2:14][C:15]([C:17]1[CH:22]=[CH:21][C:20]([Cl:23])=[CH:19][CH:18]=1)=O.O. Given the product [CH2:1]([O:8][CH2:9][C:10]1[S:11][CH:14]=[C:15]([C:17]2[CH:22]=[CH:21][C:20]([Cl:23])=[CH:19][CH:18]=2)[N:12]=1)[C:2]1[CH:7]=[CH:6][CH:5]=[CH:4][CH:3]=1, predict the reactants needed to synthesize it.